This data is from Peptide-MHC class II binding affinity with 134,281 pairs from IEDB. The task is: Regression. Given a peptide amino acid sequence and an MHC pseudo amino acid sequence, predict their binding affinity value. This is MHC class II binding data. (1) The binding affinity (normalized) is 0.695. The peptide sequence is YDKFLANVSTVLTWK. The MHC is DRB1_1001 with pseudo-sequence DRB1_1001. (2) The peptide sequence is NDVSTYASGKVWGQK. The MHC is DRB1_1001 with pseudo-sequence DRB1_1001. The binding affinity (normalized) is 0.476. (3) The peptide sequence is TILIKKYNLNRAMML. The MHC is DRB3_0101 with pseudo-sequence DRB3_0101. The binding affinity (normalized) is 0.736. (4) The peptide sequence is TRIYITDGNMQL. The MHC is DRB1_0301 with pseudo-sequence DRB1_0301. The binding affinity (normalized) is 0.128.